Dataset: Reaction yield outcomes from USPTO patents with 853,638 reactions. Task: Predict the reaction yield, written as a fraction of the theoretical maximum amount of product (1.0 means a 100% yield; for example, 0.34 means a 34% yield). (1) The reactants are [OH:1][C:2]1[C:11]2[C:6](=[CH:7][CH:8]=[CH:9][CH:10]=2)[N:5]=[C:4]([C:12]([O:14][CH3:15])=[O:13])[CH:3]=1. The catalyst is Cl.[Pt](=O)=O. The product is [OH:1][C:2]1[C:11]2[CH2:10][CH2:9][CH2:8][CH2:7][C:6]=2[N:5]=[C:4]([C:12]([O:14][CH3:15])=[O:13])[CH:3]=1. The yield is 0.690. (2) The reactants are [CH3:1][Si:2]([CH3:30])([CH3:29])[CH2:3][CH2:4][O:5][CH2:6][N:7]1[C:11]2=[N:12][CH:13]=[CH:14][CH:15]=[C:10]2[C:9]([C:16]2[CH2:21][CH2:20][N:19]([C:22]([O:24][C:25]([CH3:28])([CH3:27])[CH3:26])=[O:23])[CH2:18][CH:17]=2)=[N:8]1. The catalyst is CO.[Pd]. The product is [CH3:1][Si:2]([CH3:29])([CH3:30])[CH2:3][CH2:4][O:5][CH2:6][N:7]1[C:11]2=[N:12][CH:13]=[CH:14][CH:15]=[C:10]2[C:9]([CH:16]2[CH2:21][CH2:20][N:19]([C:22]([O:24][C:25]([CH3:26])([CH3:27])[CH3:28])=[O:23])[CH2:18][CH2:17]2)=[N:8]1. The yield is 0.500.